Predict hERG channel inhibition at various concentrations. From a dataset of hERG Central: cardiac toxicity at 1µM, 10µM, and general inhibition. The molecule is COc1ccc2cc(CN(CCCN3CCOCC3)Cc3nnnn3C3CCCC3)c(=O)[nH]c2c1. Results: hERG_inhib (hERG inhibition (general)): blocker.